Dataset: CYP2D6 inhibition data for predicting drug metabolism from PubChem BioAssay. Task: Regression/Classification. Given a drug SMILES string, predict its absorption, distribution, metabolism, or excretion properties. Task type varies by dataset: regression for continuous measurements (e.g., permeability, clearance, half-life) or binary classification for categorical outcomes (e.g., BBB penetration, CYP inhibition). Dataset: cyp2d6_veith. (1) The compound is Cc1cc(N(CN2CCCC2=O)C(=O)c2ccc(F)cc2)no1. The result is 0 (non-inhibitor). (2) The compound is N#CCCn1c(=O)c(-c2ccccc2)nc2cnc(N3CCNCC3)nc21. The result is 0 (non-inhibitor).